From a dataset of M1 muscarinic receptor antagonist screen with 61,756 compounds. Binary Classification. Given a drug SMILES string, predict its activity (active/inactive) in a high-throughput screening assay against a specified biological target. The molecule is Clc1ccc(NC(=O)N(C2CCN(CC2)C(OCC)=O)CCOC)cc1. The result is 0 (inactive).